Dataset: Full USPTO retrosynthesis dataset with 1.9M reactions from patents (1976-2016). Task: Predict the reactants needed to synthesize the given product. Given the product [Cl:28][C:24]1[CH:23]=[C:22]2[C:6]3([CH2:11][CH2:10][N:9]([CH2:12]/[CH:13]=[CH:14]/[C:15]4[CH:16]=[CH:17][C:18]([Cl:21])=[CH:19][CH:20]=4)[CH2:8][CH2:7]3)[CH2:5][NH:4][C:27]2=[CH:26][CH:25]=1, predict the reactants needed to synthesize it. The reactants are: C([N:4]1[C:27]2[C:22](=[CH:23][C:24]([Cl:28])=[CH:25][CH:26]=2)[C:6]2([CH2:11][CH2:10][N:9]([CH2:12]/[CH:13]=[CH:14]/[C:15]3[CH:20]=[CH:19][C:18]([Cl:21])=[CH:17][CH:16]=3)[CH2:8][CH2:7]2)[CH2:5]1)(=O)C.[OH-].[Na+].C(N(CC)CC)C.